From a dataset of Full USPTO retrosynthesis dataset with 1.9M reactions from patents (1976-2016). Predict the reactants needed to synthesize the given product. (1) The reactants are: C(NC(C)C)(C)C.[C:8]([O:13]C)(=[O:12])[CH:9]([CH3:11])[CH3:10].Cl[CH2:16][C:17]1[N:18]=[C:19]([C:23]2[CH:28]=[CH:27][CH:26]=[CH:25][CH:24]=2)[O:20][C:21]=1[CH3:22].[NH4+].[Cl-]. Given the product [CH3:10][C:9]([CH3:11])([CH2:16][C:17]1[N:18]=[C:19]([C:23]2[CH:28]=[CH:27][CH:26]=[CH:25][CH:24]=2)[O:20][C:21]=1[CH3:22])[C:8]([OH:13])=[O:12], predict the reactants needed to synthesize it. (2) The reactants are: [C:1]([O:5][C:6]([NH:8][C:9]([CH3:14])([CH3:13])[C:10]([OH:12])=O)=[O:7])([CH3:4])([CH3:3])[CH3:2].Cl.C(N=C=NCCCN(C)C)C.O.ON1C2C=CC=CC=2N=N1.[C:38]1([NH2:45])[CH:43]=[CH:42][CH:41]=[C:40]([NH2:44])[CH:39]=1.C(=O)([O-])O.[Na+]. Given the product [NH2:44][C:40]1[CH:39]=[C:38]([NH:45][C:10](=[O:12])[C:9]([NH:8][C:6](=[O:7])[O:5][C:1]([CH3:2])([CH3:3])[CH3:4])([CH3:14])[CH3:13])[CH:43]=[CH:42][CH:41]=1, predict the reactants needed to synthesize it. (3) Given the product [Cl:9][C:8]1[N:1]=[C:2]([Cl:3])[N:4]=[C:5]([NH:18][CH2:15][CH2:16][CH3:17])[N:7]=1, predict the reactants needed to synthesize it. The reactants are: [N:1]1[C:8]([Cl:9])=[N:7][C:5](Cl)=[N:4][C:2]=1[Cl:3].C(=O)([O-])O.[K+].[CH2:15]([NH2:18])[CH2:16][CH3:17]. (4) The reactants are: [CH3:1][S:2][C:3]1[C:8]2=[N:9][CH:10]=[CH:11][N:7]2[N:6]=[CH:5][N:4]=1.[Li+].CC([N-]C(C)C)C.C1COCC1.[CH2:25]([O:32][C@@H:33]1[C@H:37]([O:38][CH2:39][C:40]2[CH:45]=[CH:44][CH:43]=[CH:42][CH:41]=2)[C@@H:36]([CH2:46][O:47][CH2:48][C:49]2[CH:54]=[CH:53][CH:52]=[CH:51][CH:50]=2)[O:35][C:34]1=[O:55])[C:26]1[CH:31]=[CH:30][CH:29]=[CH:28][CH:27]=1. Given the product [CH2:25]([O:32][C@@H:33]1[C@H:37]([O:38][CH2:39][C:40]2[CH:45]=[CH:44][CH:43]=[CH:42][CH:41]=2)[C@@H:36]([CH2:46][O:47][CH2:48][C:49]2[CH:50]=[CH:51][CH:52]=[CH:53][CH:54]=2)[O:35][C:34]1([C:11]1[N:7]2[C:8]([C:3]([S:2][CH3:1])=[N:4][CH:5]=[N:6]2)=[N:9][CH:10]=1)[OH:55])[C:26]1[CH:31]=[CH:30][CH:29]=[CH:28][CH:27]=1, predict the reactants needed to synthesize it. (5) Given the product [CH3:1][CH2:2][N:3]([CH2:6][C:7]#[C:8][CH2:9][O:10][C:11]([C:13]([OH:26])([CH:20]1[CH2:21][CH2:22][CH2:23][CH2:24][CH2:25]1)[C:14]1[CH:15]=[CH:16][CH:17]=[CH:18][CH:19]=1)=[O:12])[CH2:4][CH3:5].[CH:43]1[CH:42]=[CH:41][C:40]([C:33]([C:46]([NH2:48])=[O:47])([C@H:32]2[CH2:31][N:30]([CH2:49][CH2:50][C:51]3[CH:56]=[CH:55][C:54]4[O:57][CH2:58][CH2:59][C:53]=4[CH:52]=3)[CH2:29][CH2:28]2)[C:34]2[CH:35]=[CH:36][CH:37]=[CH:38][CH:39]=2)=[CH:45][CH:44]=1, predict the reactants needed to synthesize it. The reactants are: [CH3:1][CH2:2][N:3]([CH2:6][C:7]#[C:8][CH2:9][O:10][C:11]([C:13]([OH:26])([CH:20]1[CH2:25][CH2:24][CH2:23][CH2:22][CH2:21]1)[C:14]1[CH:15]=[CH:16][CH:17]=[CH:18][CH:19]=1)=[O:12])[CH2:4][CH3:5].Cl.[CH2:28]1[C@@H:32]([C:33]([C:46]([NH2:48])=[O:47])([C:40]2[CH:45]=[CH:44][CH:43]=[CH:42][CH:41]=2)[C:34]2[CH:39]=[CH:38][CH:37]=[CH:36][CH:35]=2)[CH2:31][N:30]([CH2:49][CH2:50][C:51]2[CH:56]=[CH:55][C:54]3[O:57][CH2:58][CH2:59][C:53]=3[CH:52]=2)[CH2:29]1.Br.C(O)C1C=CC=CC=1. (6) Given the product [Cl:1][C:2]1[CH:7]=[C:6]([CH2:8][OH:9])[CH:5]=[C:4]([N:18]([CH3:20])[CH3:19])[N:3]=1, predict the reactants needed to synthesize it. The reactants are: [Cl:1][C:2]1[CH:7]=[C:6]([CH2:8][OH:9])[CH:5]=[C:4](Cl)[N:3]=1.C(OCC)(=O)C.O.[NH:18]([CH3:20])[CH3:19]. (7) The reactants are: C(OC([N:8]1[CH2:13][CH2:12][CH:11]([C:14]2[CH:19]=[CH:18][CH:17]=[C:16]([C:20]3[CH:25]=[C:24]([C:26]([CH3:29])([CH3:28])[CH3:27])[C:23]([O:30][CH3:31])=[C:22]([C:32]([CH3:35])([CH3:34])[CH3:33])[CH:21]=3)[N:15]=2)[CH2:10][CH2:9]1)=O)(C)(C)C.C(C(O)=O)(F)(F)F. Given the product [C:26]([C:24]1[CH:25]=[C:20]([C:16]2[CH:17]=[CH:18][CH:19]=[C:14]([CH:11]3[CH2:12][CH2:13][NH:8][CH2:9][CH2:10]3)[N:15]=2)[CH:21]=[C:22]([C:32]([CH3:35])([CH3:34])[CH3:33])[C:23]=1[O:30][CH3:31])([CH3:27])([CH3:28])[CH3:29], predict the reactants needed to synthesize it. (8) The reactants are: [C:1]([CH2:4][CH2:5][CH2:6][N:7]([CH3:66])[C@H:8]([C:12]([NH:14][C@H:15]([C:19]([N:21]([C@@H:23]([C@@H:62]([CH3:65])[CH2:63][CH3:64])[C@H:24]([O:60][CH3:61])[CH2:25][C:26]([N:28]1[CH2:32][CH2:31][CH2:30][C@H:29]1[C@H:33]([O:58][CH3:59])[C@@H:34]([CH3:57])[C:35]([NH:37][C@@H:38]([CH2:50][C:51]1[CH:56]=[CH:55][CH:54]=[CH:53][CH:52]=1)[CH2:39][S:40]([CH2:43][C:44]1[CH:49]=[CH:48][CH:47]=[CH:46][CH:45]=1)(=[O:42])=[O:41])=[O:36])=[O:27])[CH3:22])=[O:20])[CH:16]([CH3:18])[CH3:17])=[O:13])[CH:9]([CH3:11])[CH3:10])([OH:3])=O.Cl.[O:68]=[C:69]1[CH:73]=[CH:72][C:71](=[O:74])[N:70]1[CH2:75][CH2:76][CH2:77][CH2:78][CH2:79][C:80]([NH:82][NH2:83])=[O:81]. Given the product [O:74]=[C:71]1[CH:72]=[CH:73][C:69](=[O:68])[N:70]1[CH2:75][CH2:76][CH2:77][CH2:78][CH2:79][C:80]([NH:82][NH:83][C:1](=[O:3])[CH2:4][CH2:5][CH2:6][N:7]([CH3:66])[C@H:8]([C:12]([NH:14][C@H:15]([C:19]([N:21]([C@@H:23]([C@@H:62]([CH3:65])[CH2:63][CH3:64])[C@H:24]([O:60][CH3:61])[CH2:25][C:26]([N:28]1[CH2:32][CH2:31][CH2:30][C@H:29]1[C@H:33]([O:58][CH3:59])[C@@H:34]([CH3:57])[C:35]([NH:37][C@@H:38]([CH2:50][C:51]1[CH:56]=[CH:55][CH:54]=[CH:53][CH:52]=1)[CH2:39][S:40]([CH2:43][C:44]1[CH:45]=[CH:46][CH:47]=[CH:48][CH:49]=1)(=[O:42])=[O:41])=[O:36])=[O:27])[CH3:22])=[O:20])[CH:16]([CH3:17])[CH3:18])=[O:13])[CH:9]([CH3:10])[CH3:11])=[O:81], predict the reactants needed to synthesize it. (9) Given the product [CH3:17][N:6]1[C:7]2=[CH:16][C:15]3[CH:14]=[CH:13][CH:12]=[CH:11][C:10]=3[C:8]2=[CH:9][CH:5]1[C:1]([O:3][CH3:4])=[O:2], predict the reactants needed to synthesize it. The reactants are: [C:1]([C:5]1[CH:9]=[C:8]2[C:10]3[CH:11]=[CH:12][CH:13]=[CH:14][C:15]=3[CH:16]=[C:7]2[N:6]=1)([O:3][CH3:4])=[O:2].[CH3:17]I.O.[OH-].[Na+].